From a dataset of NCI-60 drug combinations with 297,098 pairs across 59 cell lines. Regression. Given two drug SMILES strings and cell line genomic features, predict the synergy score measuring deviation from expected non-interaction effect. (1) Drug 1: CC(CN1CC(=O)NC(=O)C1)N2CC(=O)NC(=O)C2. Drug 2: CCC1(C2=C(COC1=O)C(=O)N3CC4=CC5=C(C=CC(=C5CN(C)C)O)N=C4C3=C2)O.Cl. Cell line: U251. Synergy scores: CSS=57.6, Synergy_ZIP=2.06, Synergy_Bliss=2.89, Synergy_Loewe=1.92, Synergy_HSA=6.33. (2) Drug 1: CCC(=C(C1=CC=CC=C1)C2=CC=C(C=C2)OCCN(C)C)C3=CC=CC=C3.C(C(=O)O)C(CC(=O)O)(C(=O)O)O. Drug 2: C1CCC(C(C1)N)N.C(=O)(C(=O)[O-])[O-].[Pt+4]. Cell line: RPMI-8226. Synergy scores: CSS=43.3, Synergy_ZIP=5.44, Synergy_Bliss=3.62, Synergy_Loewe=-23.9, Synergy_HSA=2.48.